This data is from Forward reaction prediction with 1.9M reactions from USPTO patents (1976-2016). The task is: Predict the product of the given reaction. (1) Given the reactants [C:1]([N:4]1[C:13]2[C:8](=[CH:9][C:10]([C:14]#[CH:15])=[CH:11][CH:12]=2)[C@H:7]([NH:16][C:17](=[O:22])[O:18][CH:19]([CH3:21])[CH3:20])[CH2:6][C@@H:5]1[CH3:23])(=[O:3])[CH3:2].[N:24]([CH2:27][CH2:28][OH:29])=[N+:25]=[N-:26], predict the reaction product. The product is: [C:1]([N:4]1[C:13]2[C:8](=[CH:9][C:10]([C:14]3[N:26]=[N:25][N:24]([CH2:27][CH2:28][OH:29])[CH:15]=3)=[CH:11][CH:12]=2)[C@H:7]([NH:16][C:17](=[O:22])[O:18][CH:19]([CH3:20])[CH3:21])[CH2:6][C@@H:5]1[CH3:23])(=[O:3])[CH3:2]. (2) Given the reactants II.[C:3]([O:8][C@@H:9]1[C@@H:17]([CH2:18]I)[C:16](=[O:20])[O:15][CH2:14][C@H:13]([NH:21][C:22]([O:24][C:25]([CH3:28])([CH3:27])[CH3:26])=[O:23])[C:12](=[O:29])[O:11][C@H:10]1[CH3:30])(=[O:7])[CH:4]([CH3:6])[CH3:5].[F:31][C:32]1[CH:37]=[CH:36][C:35](I)=[CH:34][CH:33]=1, predict the reaction product. The product is: [C:3]([O:8][C@@H:9]1[C@@H:17]([CH2:18][C:35]2[CH:36]=[CH:37][C:32]([F:31])=[CH:33][CH:34]=2)[C:16](=[O:20])[O:15][CH2:14][C@H:13]([NH:21][C:22]([O:24][C:25]([CH3:28])([CH3:27])[CH3:26])=[O:23])[C:12](=[O:29])[O:11][C@H:10]1[CH3:30])(=[O:7])[CH:4]([CH3:6])[CH3:5]. (3) Given the reactants [Cl:1][C:2]1[C:7]([Cl:8])=[CH:6][CH:5]=[CH:4][C:3]=1[C:9]1[N:10]([C:15]2[CH:20]=[CH:19][C:18]([C:21]3[CH:26]=[CH:25][CH:24]=[C:23]([S:27]([CH3:30])(=[O:29])=[O:28])[CH:22]=3)=[CH:17][CH:16]=2)[CH:11]=[C:12](I)[N:13]=1.[S:31]1[CH:35]=[CH:34][C:33](B(O)O)=[CH:32]1.C(=O)([O-])[O-].[K+].[K+].[O-]S([O-])(=O)=O.[Na+].[Na+], predict the reaction product. The product is: [Cl:1][C:2]1[C:7]([Cl:8])=[CH:6][CH:5]=[CH:4][C:3]=1[C:9]1[N:10]([C:15]2[CH:20]=[CH:19][C:18]([C:21]3[CH:26]=[CH:25][CH:24]=[C:23]([S:27]([CH3:30])(=[O:29])=[O:28])[CH:22]=3)=[CH:17][CH:16]=2)[CH:11]=[C:12]([C:33]2[CH:34]=[CH:35][S:31][CH:32]=2)[N:13]=1. (4) Given the reactants [Li]CCCC.CCCCCC.[CH3:12][N:13]1[C:21]2[C:16](=[CH:17][C:18]([CH3:22])=[CH:19][CH:20]=2)[C:15]2[C:23]3[C:28]([CH2:29][C:14]1=2)=[CH:27][CH:26]=[CH:25][CH:24]=3.[C:30]([NH:34][Si:35]([CH3:38])([CH3:37])Cl)([CH3:33])([CH3:32])[CH3:31], predict the reaction product. The product is: [CH3:37][SiH:35]([N:34]([C:30]([CH3:33])([CH3:32])[CH3:31])[CH:29]1[C:14]2[N:13]([CH3:12])[C:21]3[C:16]([C:15]=2[C:23]2[C:28]1=[CH:27][CH:26]=[CH:25][CH:24]=2)=[CH:17][C:18]([CH3:22])=[CH:19][CH:20]=3)[CH3:38]. (5) Given the reactants C[O:2][C:3](=[O:27])[C:4]1[CH:9]=[CH:8][CH:7]=[CH:6][C:5]=1[O:10][CH2:11][CH:12]([OH:26])[CH2:13][N:14]([CH:16]1[CH:23]2[CH2:24][CH:19]3[CH2:20][CH:21]([CH2:25][CH:17]1[CH2:18]3)[CH2:22]2)[CH3:15].[OH-].[K+], predict the reaction product. The product is: [CH:17]12[CH2:25][CH:21]3[CH2:20][CH:19]([CH2:24][CH:23]([CH2:22]3)[CH:16]1[N:14]([CH3:15])[CH2:13][CH:12]([OH:26])[CH2:11][O:10][C:5]1[CH:6]=[CH:7][CH:8]=[CH:9][C:4]=1[C:3]([OH:27])=[O:2])[CH2:18]2. (6) Given the reactants Br[C:2]1[C:10]2[N:9]3[CH2:11][CH2:12][NH:13][C:14](=[O:15])[C:8]3=[C:7]([CH3:16])[C:6]=2[CH:5]=[C:4]([C:17]#[N:18])[CH:3]=1.[C:19]([C:21]1[CH:22]=[C:23](B(O)O)[CH:24]=[CH:25][CH:26]=1)#[N:20], predict the reaction product. The product is: [C:19]([C:21]1[CH:26]=[C:25]([C:2]2[C:10]3[N:9]4[CH2:11][CH2:12][NH:13][C:14](=[O:15])[C:8]4=[C:7]([CH3:16])[C:6]=3[CH:5]=[C:4]([C:17]#[N:18])[CH:3]=2)[CH:24]=[CH:23][CH:22]=1)#[N:20]. (7) Given the reactants [N+:1]([C:4]1[CH:5]=[C:6]([CH:15]=[CH:16][CH:17]=1)[O:7][C:8]1[CH:9]=[CH:10][C:11]([NH2:14])=[N:12][CH:13]=1)([O-:3])=[O:2].[N:18]([C:21](OCC)=O)=C=S.[Cl-].O[NH3+].C([N:32](CC)C(C)C)(C)C, predict the reaction product. The product is: [N+:1]([C:4]1[CH:5]=[C:6]([CH:15]=[CH:16][CH:17]=1)[O:7][C:8]1[CH:9]=[CH:10][C:11]2[N:12]([N:32]=[C:21]([NH2:18])[N:14]=2)[CH:13]=1)([O-:3])=[O:2]. (8) Given the reactants [NH:1]1[CH2:5][CH2:4][NH:3][C:2]1=[O:6].C(=O)([O-])[O-].[K+].[K+].[I-].[K+].[CH2:15]([O:22][C:23]1[CH:30]=[CH:29][C:26]([CH2:27]Cl)=[CH:25][CH:24]=1)[C:16]1[CH:21]=[CH:20][CH:19]=[CH:18][CH:17]=1, predict the reaction product. The product is: [CH2:15]([O:22][C:23]1[CH:24]=[CH:25][C:26]([CH2:27][N:1]2[CH2:5][CH2:4][NH:3][C:2]2=[O:6])=[CH:29][CH:30]=1)[C:16]1[CH:17]=[CH:18][CH:19]=[CH:20][CH:21]=1. (9) Given the reactants [Si]([O:8][C:9]1[CH:28]=[CH:27][C:12]2[O:13][CH2:14][CH2:15][N:16]([C:17]3[CH:18]=[N:19][C:20]([O:25][CH3:26])=[C:21]([CH:24]=3)[C:22]#[N:23])[C:11]=2[CH:10]=1)(C(C)(C)C)(C)C.CCCC[N+](CCCC)(CCCC)CCCC.[F-].CCOC(C)=O.C([O-])(O)=O.[Na+], predict the reaction product. The product is: [OH:8][C:9]1[CH:28]=[CH:27][C:12]2[O:13][CH2:14][CH2:15][N:16]([C:17]3[CH:18]=[N:19][C:20]([O:25][CH3:26])=[C:21]([CH:24]=3)[C:22]#[N:23])[C:11]=2[CH:10]=1. (10) Given the reactants Cl[C:2]1[CH:10]=[C:9]2[C:5]([C@H:6]([CH:23]([CH3:25])[CH3:24])[N:7]([CH2:12][C@H:13]3[CH2:18][CH2:17][C@H:16]([C:19]([F:22])([F:21])[F:20])[CH2:15][CH2:14]3)[C:8]2=[O:11])=[CH:4][CH:3]=1.N12CCCN=C1CCCCC2.N#N.F[B-](F)(F)F.C([PH+](C(C)(C)C)C(C)(C)C)(C)(C)C.[O:57]1[CH2:62]COCC1.[OH2:63], predict the reaction product. The product is: [CH:23]([C@H:6]1[C:5]2[C:9](=[CH:10][C:2]([C:62]([OH:57])=[O:63])=[CH:3][CH:4]=2)[C:8](=[O:11])[N:7]1[CH2:12][C@H:13]1[CH2:18][CH2:17][C@H:16]([C:19]([F:20])([F:22])[F:21])[CH2:15][CH2:14]1)([CH3:25])[CH3:24].